Dataset: NCI-60 drug combinations with 297,098 pairs across 59 cell lines. Task: Regression. Given two drug SMILES strings and cell line genomic features, predict the synergy score measuring deviation from expected non-interaction effect. Drug 1: CC1CCC2CC(C(=CC=CC=CC(CC(C(=O)C(C(C(=CC(C(=O)CC(OC(=O)C3CCCCN3C(=O)C(=O)C1(O2)O)C(C)CC4CCC(C(C4)OC)O)C)C)O)OC)C)C)C)OC. Drug 2: C1C(C(OC1N2C=NC(=NC2=O)N)CO)O. Cell line: SF-295. Synergy scores: CSS=28.5, Synergy_ZIP=-7.30, Synergy_Bliss=1.82, Synergy_Loewe=-10.4, Synergy_HSA=-0.515.